From a dataset of Forward reaction prediction with 1.9M reactions from USPTO patents (1976-2016). Predict the product of the given reaction. Given the reactants Cl[C:2]([O:4][C:5]1[CH:10]=[CH:9][CH:8]=[CH:7][CH:6]=1)=[O:3].[C:11]([C:15]1[CH:16]=[CH:17][C:18]([O:22][CH3:23])=[C:19]([CH:21]=1)[NH2:20])([CH3:14])([CH3:13])[CH3:12].C([O-])(O)=O.[Na+], predict the reaction product. The product is: [C:11]([C:15]1[CH:16]=[CH:17][C:18]([O:22][CH3:23])=[C:19]([NH:20][C:2](=[O:3])[O:4][C:5]2[CH:10]=[CH:9][CH:8]=[CH:7][CH:6]=2)[CH:21]=1)([CH3:14])([CH3:12])[CH3:13].